From a dataset of Catalyst prediction with 721,799 reactions and 888 catalyst types from USPTO. Predict which catalyst facilitates the given reaction. (1) Reactant: [CH3:1][O:2][C:3](=[O:14])[C:4]1[CH:9]=[CH:8][C:7]([N+:10]([O-:12])=[O:11])=[CH:6][C:5]=1[OH:13].C1(P(C2C=CC=CC=2)C2C=CC=CC=2)C=CC=CC=1.O[CH2:35][CH2:36][NH:37][C:38](=[O:44])[O:39][C:40]([CH3:43])([CH3:42])[CH3:41].N(C(OC(C)C)=O)=NC(OC(C)C)=O. Product: [CH3:1][O:2][C:3](=[O:14])[C:4]1[CH:9]=[CH:8][C:7]([N+:10]([O-:12])=[O:11])=[CH:6][C:5]=1[O:13][CH2:35][CH2:36][NH:37][C:38]([O:39][C:40]([CH3:43])([CH3:42])[CH3:41])=[O:44]. The catalyst class is: 1. (2) Reactant: [S:1]([NH:17][CH2:18][CH2:19][CH2:20][CH2:21][C@@H:22]([C:24]([OH:26])=[O:25])[NH2:23])([C:4]1[C:16]2[CH:15]=[CH:14][CH:13]=[C:9]([N:10]([CH3:12])[CH3:11])[C:8]=2[CH:7]=[CH:6][CH:5]=1)(=[O:3])=[O:2].C(N1[CH2:34][CH2:33][O:32]CC1)C.C[O:36][CH:37](OC)[C:38]1[CH:43]=C[C:41](C(O)=O)=[CH:40][CH:39]=1.S(N[C@H](C(O)=O)CCCCN)(C1C2C=CC=C(N(C)C)C=2C=CC=1)(=O)=O. Product: [S:1]([NH:17][CH2:18][CH2:19][CH2:20][CH2:21][C@@H:22]([C:24]([OH:26])=[O:25])[NH:23][C:33](=[O:32])[C:34]1[CH:41]=[CH:40][CH:39]=[C:38]([CH:37]=[O:36])[CH:43]=1)([C:4]1[C:16]2[CH:15]=[CH:14][CH:13]=[C:9]([N:10]([CH3:12])[CH3:11])[C:8]=2[CH:7]=[CH:6][CH:5]=1)(=[O:2])=[O:3]. The catalyst class is: 875. (3) Reactant: [Cl:1][C:2]1[C:7]([CH:8]2[CH2:13][CH2:12][NH:11][CH2:10][CH2:9]2)=[CH:6][C:5]([C:14]#[N:15])=[CH:4][C:3]=1[NH:16][C:17]1[N:22]=[C:21]([NH:23][CH:24]2[CH2:26][CH2:25]2)[C:20]2=[N:27][CH:28]=[C:29]([C:30]#[N:31])[N:19]2[N:18]=1.C[Si](C)(C)[O:34][C:35]1[CH2:38][CH2:37][C:36]=1O[Si](C)(C)C. Product: [Cl:1][C:2]1[C:7]([CH:8]2[CH2:9][CH2:10][N:11]([CH:36]3[CH2:37][CH2:38][C:35]3=[O:34])[CH2:12][CH2:13]2)=[CH:6][C:5]([C:14]#[N:15])=[CH:4][C:3]=1[NH:16][C:17]1[N:22]=[C:21]([NH:23][CH:24]2[CH2:25][CH2:26]2)[C:20]2=[N:27][CH:28]=[C:29]([C:30]#[N:31])[N:19]2[N:18]=1. The catalyst class is: 36. (4) Reactant: [Cl:1][C:2]1[CH:7]=[CH:6][C:5]([C:8]2([CH2:13][S:14]([NH:17][C@H:18]3[CH2:22][CH2:21][N:20]([C@H:23]([C:28]([N:30]4[CH2:35][CH2:34][O:33][CH2:32][CH2:31]4)=[O:29])[C@@H:24]([CH3:27])[CH2:25][CH3:26])[C:19]3=[O:36])(=[O:16])=[O:15])OCC[O:9]2)=[CH:4][CH:3]=1.Cl. Product: [Cl:1][C:2]1[CH:3]=[CH:4][C:5]([C:8](=[O:9])[CH2:13][S:14]([NH:17][C@H:18]2[CH2:22][CH2:21][N:20]([C@H:23]([C:28]([N:30]3[CH2:31][CH2:32][O:33][CH2:34][CH2:35]3)=[O:29])[C@@H:24]([CH3:27])[CH2:25][CH3:26])[C:19]2=[O:36])(=[O:16])=[O:15])=[CH:6][CH:7]=1. The catalyst class is: 1. (5) The catalyst class is: 1. Product: [C:8]1([C:5]2[CH:4]=[CH:3][C:2]([Si:20]([CH:27]([CH3:29])[CH3:28])([CH:24]([CH3:26])[CH3:25])[CH:21]([CH3:23])[CH3:22])=[CH:7][N:6]=2)[CH:13]=[CH:12][CH:11]=[CH:10][CH:9]=1. Reactant: Br[C:2]1[CH:3]=[CH:4][C:5]([C:8]2[CH:13]=[CH:12][CH:11]=[CH:10][CH:9]=2)=[N:6][CH:7]=1.[Li]CCCC.Cl[Si:20]([CH:27]([CH3:29])[CH3:28])([CH:24]([CH3:26])[CH3:25])[CH:21]([CH3:23])[CH3:22]. (6) Reactant: [NH2:1][C:2]1[CH:22]=[CH:21][C:5]([C:6]([N:8]2[CH2:13][CH2:12][N:11]([C:14](OC(C)(C)C)=O)[CH2:10][CH2:9]2)=[O:7])=[CH:4][CH:3]=1.FC(F)(F)C(O)=O.BrC[C:32]1[CH:37]=[CH:36][C:35]([C:38]([OH:47])([C:43]([F:46])([F:45])[F:44])[C:39]([F:42])([F:41])[F:40])=[CH:34][CH:33]=1.C(=O)([O-])[O-].[K+].[K+]. Product: [NH2:1][C:2]1[CH:3]=[CH:4][C:5]([C:6]([N:8]2[CH2:9][CH2:10][N:11]([CH2:14][C:32]3[CH:37]=[CH:36][C:35]([C:38]([OH:47])([C:43]([F:44])([F:46])[F:45])[C:39]([F:42])([F:40])[F:41])=[CH:34][CH:33]=3)[CH2:12][CH2:13]2)=[O:7])=[CH:21][CH:22]=1. The catalyst class is: 545. (7) Reactant: [CH:1]1([C:4]2[C:11](B3OC(C)(C)C(C)(C)O3)=[CH:10][C:7]([C:8]#[N:9])=[C:6]([N:21]3[CH2:26][CH2:25][N:24]([C:27](=[O:32])[CH2:28][CH2:29][O:30][CH3:31])[C@H:23]([CH:33]4[CH2:35][CH2:34]4)[CH2:22]3)[N:5]=2)[CH2:3][CH2:2]1.Cl[C:37]1[CH:38]=[C:39]([OH:43])[N:40]=[N:41][CH:42]=1.[F-].[Cs+]. Product: [CH:1]1([C:4]2[C:11]([C:37]3[CH:38]=[C:39]([OH:43])[N:40]=[N:41][CH:42]=3)=[CH:10][C:7]([C:8]#[N:9])=[C:6]([N:21]3[CH2:26][CH2:25][N:24]([C:27](=[O:32])[CH2:28][CH2:29][O:30][CH3:31])[C@H:23]([CH:33]4[CH2:34][CH2:35]4)[CH2:22]3)[N:5]=2)[CH2:3][CH2:2]1. The catalyst class is: 117.